Dataset: Full USPTO retrosynthesis dataset with 1.9M reactions from patents (1976-2016). Task: Predict the reactants needed to synthesize the given product. (1) Given the product [CH2:1]([O:3][C:4](=[O:27])[CH2:5][C:6]1[CH:11]=[CH:10][C:9]([O:12][CH3:13])=[C:8]([O:14][C:15]2[CH:20]=[CH:19][C:18]([C:21]([F:24])([F:22])[F:23])=[CH:17][C:16]=2[CH2:25][OH:26])[CH:7]=1)[CH3:2], predict the reactants needed to synthesize it. The reactants are: [CH2:1]([O:3][C:4](=[O:27])[CH2:5][C:6]1[CH:11]=[CH:10][C:9]([O:12][CH3:13])=[C:8]([O:14][C:15]2[CH:20]=[CH:19][C:18]([C:21]([F:24])([F:23])[F:22])=[CH:17][C:16]=2[CH:25]=[O:26])[CH:7]=1)[CH3:2].[BH4-].[Na+]. (2) Given the product [F:8][C:5]1[CH:6]=[CH:7][C:2]([O:18][CH2:17][CH:11]2[CH:12]3[CH2:15][CH2:16][N:9]([CH2:14][CH2:13]3)[CH2:10]2)=[CH:3][CH:4]=1, predict the reactants needed to synthesize it. The reactants are: I[C:2]1[CH:7]=[CH:6][C:5]([F:8])=[CH:4][CH:3]=1.[N:9]12[CH2:16][CH2:15][CH:12]([CH2:13][CH2:14]1)[CH:11]([CH2:17][OH:18])[CH2:10]2. (3) Given the product [CH:1]1([C@H:7]([NH:41][C:42]([C:44]2[CH:49]=[N:48][CH:47]=[CH:46][N:45]=2)=[O:43])[C:8]([NH:10][C@@H:11]([C:37]([CH3:38])([CH3:39])[CH3:40])[C:12]([N:14]2[CH2:18][C@@H:17]3[CH2:19][CH2:20][CH2:21][C@@H:16]3[C@H:15]2[C:22]([NH:24][C@@H:25]([CH2:34][CH2:35][CH3:36])[C:26](=[O:33])[C:27]([NH:29][CH:30]2[CH2:31][CH2:32]2)=[O:28])=[O:23])=[O:13])=[O:9])[CH2:6][CH2:5][CH2:4][CH2:3][CH2:2]1, predict the reactants needed to synthesize it. The reactants are: [CH:1]1([C@H:7]([NH:41][C:42]([C:44]2[CH:49]=[N:48][CH:47]=[CH:46][N:45]=2)=[O:43])[C:8]([NH:10][C@@H:11]([C:37]([CH3:40])([CH3:39])[CH3:38])[C:12]([N:14]2[CH2:18][C@@H:17]3[CH2:19][CH2:20][CH2:21][C@@H:16]3[C@H:15]2[C:22]([NH:24][CH:25]([CH2:34][CH2:35][CH3:36])[C@H:26]([OH:33])[C:27]([NH:29][CH:30]2[CH2:32][CH2:31]2)=[O:28])=[O:23])=[O:13])=[O:9])[CH2:6][CH2:5][CH2:4][CH2:3][CH2:2]1.[K+].[Br-].C([O-])(O)=O.[Na+].CC1(C)N([O])C(C)(C)CCC1.[O-]Cl.[Na+]. (4) Given the product [Cl:1][C:2]1[CH:7]=[CH:6][C:5]([C:8]2[CH:9]=[C:10]([C:19]([NH:22][N:23]3[CH2:28][CH2:27][CH:26]([OH:29])[CH2:25][CH2:24]3)=[O:20])[CH:11]=[N:12][C:13]=2[O:14][CH:15]2[CH2:16][CH2:17][CH2:18]2)=[CH:4][CH:3]=1, predict the reactants needed to synthesize it. The reactants are: [Cl:1][C:2]1[CH:7]=[CH:6][C:5]([C:8]2[CH:9]=[C:10]([C:19](O)=[O:20])[CH:11]=[N:12][C:13]=2[O:14][CH:15]2[CH2:18][CH2:17][CH2:16]2)=[CH:4][CH:3]=1.[NH2:22][N:23]1[CH2:28][CH2:27][CH:26]([OH:29])[CH2:25][CH2:24]1.